This data is from Forward reaction prediction with 1.9M reactions from USPTO patents (1976-2016). The task is: Predict the product of the given reaction. Given the reactants [Cl:1][C:2]1[N:3]=[C:4](Cl)[C:5]2[CH:11]=[CH:10][N:9]=[CH:8][C:6]=2[N:7]=1.[OH-:13].[Na+].Cl, predict the reaction product. The product is: [Cl:1][C:2]1[N:3]=[C:4]([OH:13])[C:5]2[CH:11]=[CH:10][N:9]=[CH:8][C:6]=2[N:7]=1.